Dataset: Catalyst prediction with 721,799 reactions and 888 catalyst types from USPTO. Task: Predict which catalyst facilitates the given reaction. (1) Reactant: Br[CH2:2][C:3]([C:5]1[CH:10]=[CH:9][C:8]([CH3:11])=[CH:7][CH:6]=1)=O.[NH2:12][C:13]([NH2:15])=[S:14]. Product: [C:8]1([CH3:11])[CH:9]=[CH:10][C:5]([C:3]2[N:12]=[C:13]([NH2:15])[S:14][CH:2]=2)=[CH:6][CH:7]=1. The catalyst class is: 14. (2) Reactant: [OH:1][C@@H:2]1[CH2:7][CH2:6][C@H:5]([C@H:8]([NH:10][C:11](=[O:17])[O:12][C:13]([CH3:16])([CH3:15])[CH3:14])[CH3:9])[CH2:4][CH2:3]1.C(N(CC)CC)C.[CH3:25][S:26](Cl)(=[O:28])=[O:27]. Product: [CH3:25][S:26]([O:1][C@H:2]1[CH2:7][CH2:6][C@@H:5]([C@H:8]([NH:10][C:11]([O:12][C:13]([CH3:16])([CH3:15])[CH3:14])=[O:17])[CH3:9])[CH2:4][CH2:3]1)(=[O:28])=[O:27]. The catalyst class is: 4. (3) The catalyst class is: 13. Reactant: [CH2:1]([N:3]([C:12]1[CH:13]=[CH:14][C:15]([CH3:28])=[C:16]2[C:20]=1[NH:19][C:18]([C:21]1[S:22][C:23]([CH:26]=[O:27])=[CH:24][N:25]=1)=[CH:17]2)[S:4]([C:7]1[S:8][CH:9]=[CH:10][CH:11]=1)(=[O:6])=[O:5])[CH3:2].O1CCC[CH2:30]1.CCOCC.C[Mg]Br. Product: [CH2:1]([N:3]([C:12]1[CH:13]=[CH:14][C:15]([CH3:28])=[C:16]2[C:20]=1[NH:19][C:18]([C:21]1[S:22][C:23]([CH:26]([OH:27])[CH3:30])=[CH:24][N:25]=1)=[CH:17]2)[S:4]([C:7]1[S:8][CH:9]=[CH:10][CH:11]=1)(=[O:5])=[O:6])[CH3:2]. (4) Reactant: [C:1]([O:5][C:6]([NH:8][CH2:9][CH2:10][CH2:11][N:12]1[CH2:31][CH2:30][C:15]2([CH2:19][N:18](C(OCC3C=CC=CC=3)=O)[CH2:17][CH2:16]2)[CH2:14][CH2:13]1)=[O:7])([CH3:4])([CH3:3])[CH3:2]. Product: [CH2:19]1[C:15]2([CH2:30][CH2:31][N:12]([CH2:11][CH2:10][CH2:9][NH:8][C:6](=[O:7])[O:5][C:1]([CH3:3])([CH3:2])[CH3:4])[CH2:13][CH2:14]2)[CH2:16][CH2:17][NH:18]1. The catalyst class is: 5. (5) Reactant: [Cl:1][C:2]1[CH:7]=[CH:6][C:5]([C@@H:8]2[CH2:13][N:12]([CH2:14][CH:15]=[CH2:16])[CH2:11][CH2:10][N:9]2[CH2:17][CH:18]=[CH2:19])=[CH:4][CH:3]=1.[ClH:20].C(O)(C)C. Product: [ClH:1].[ClH:20].[Cl:1][C:2]1[CH:3]=[CH:4][C:5]([C@@H:8]2[CH2:13][N:12]([CH2:14][CH:15]=[CH2:16])[CH2:11][CH2:10][N:9]2[CH2:17][CH:18]=[CH2:19])=[CH:6][CH:7]=1. The catalyst class is: 11. (6) Reactant: [Cl:1][C:2]1[CH:7]=[CH:6][C:5]([C:8]2([C:12]3[C:21]4[C:16](=[CH:17][CH:18]=[C:19]([O:22]C)[CH:20]=4)[CH2:15][CH2:14][N:13]=3)[CH2:11][CH2:10][CH2:9]2)=[CH:4][CH:3]=1. Product: [Cl:1][C:2]1[CH:3]=[CH:4][C:5]([C:8]2([C:12]3[C:21]4[C:16](=[CH:17][CH:18]=[C:19]([OH:22])[CH:20]=4)[CH2:15][CH2:14][N:13]=3)[CH2:11][CH2:10][CH2:9]2)=[CH:6][CH:7]=1. The catalyst class is: 201. (7) The catalyst class is: 12. Reactant: C1(O[C:8](=[O:25])[NH:9][C:10]2[CH:11]=[N:12][CH:13]=[C:14]([C:16]#[C:17][C:18]3[CH:19]=[N:20][C:21]([NH2:24])=[N:22][CH:23]=3)[CH:15]=2)C=CC=CC=1.[N:26]1([C:32]2[CH:39]=[CH:38][CH:37]=[CH:36][C:33]=2[CH2:34][NH2:35])[CH2:31][CH2:30][O:29][CH2:28][CH2:27]1.C(N(CC)CC)C. Product: [NH2:24][C:21]1[N:22]=[CH:23][C:18]([C:17]#[C:16][C:14]2[CH:15]=[C:10]([NH:9][C:8]([NH:35][CH2:34][C:33]3[CH:36]=[CH:37][CH:38]=[CH:39][C:32]=3[N:26]3[CH2:31][CH2:30][O:29][CH2:28][CH2:27]3)=[O:25])[CH:11]=[N:12][CH:13]=2)=[CH:19][N:20]=1.